This data is from Peptide-MHC class II binding affinity with 134,281 pairs from IEDB. The task is: Regression. Given a peptide amino acid sequence and an MHC pseudo amino acid sequence, predict their binding affinity value. This is MHC class II binding data. The peptide sequence is TPTNASHIQSAVVCG. The MHC is DRB1_0101 with pseudo-sequence DRB1_0101. The binding affinity (normalized) is 0.190.